This data is from Full USPTO retrosynthesis dataset with 1.9M reactions from patents (1976-2016). The task is: Predict the reactants needed to synthesize the given product. (1) The reactants are: [Br:1][C:2]1[CH:7]=[CH:6][C:5]([C:8](=[O:12])[CH:9]=[N+]=[N-])=[CH:4][CH:3]=1.[CH3:13][O:14][C:15]1[O:16][CH:17]=[CH:18][CH:19]=1. Given the product [Br:1][C:2]1[CH:7]=[CH:6][C:5]([C:8](=[O:12])/[CH:9]=[CH:17]/[CH:18]=[CH:19]\[C:15]([O:14][CH3:13])=[O:16])=[CH:4][CH:3]=1, predict the reactants needed to synthesize it. (2) Given the product [Cl:15][C:16]1[CH:17]=[C:18]([CH3:26])[C:19]([C:20]([NH:1][CH:2]([C:9]2[CH:10]=[CH:11][CH:12]=[CH:13][CH:14]=2)[C:3]([N:6]([CH3:7])[CH3:8])([CH3:5])[CH3:4])=[O:21])=[C:23]([CH3:25])[CH:24]=1, predict the reactants needed to synthesize it. The reactants are: [NH2:1][CH:2]([C:9]1[CH:14]=[CH:13][CH:12]=[CH:11][CH:10]=1)[C:3]([N:6]([CH3:8])[CH3:7])([CH3:5])[CH3:4].[Cl:15][C:16]1[CH:24]=[C:23]([CH3:25])[C:19]([C:20](O)=[O:21])=[C:18]([CH3:26])[CH:17]=1.C1C=CC2N(O)N=NC=2C=1.C(Cl)CCl. (3) Given the product [CH3:3][NH:4][C:5](=[O:37])[CH2:6][CH2:7][CH2:8][C:9]1[CH:14]=[CH:13][C:12]([N:15]2[C:22](=[O:1])[N:21]([C:24]3[CH:29]=[CH:28][C:27]([C:30]#[N:31])=[C:26]([C:32]([F:35])([F:34])[F:33])[CH:25]=3)[C:20](=[O:36])[C:16]32[CH2:19][CH2:18][CH2:17]3)=[CH:11][CH:10]=1, predict the reactants needed to synthesize it. The reactants are: [OH:1]O.[CH3:3][NH:4][C:5](=[O:37])[CH2:6][CH2:7][CH2:8][C:9]1[CH:14]=[CH:13][C:12]([N:15]2[C:22](=S)[N:21]([C:24]3[CH:29]=[CH:28][C:27]([C:30]#[N:31])=[C:26]([C:32]([F:35])([F:34])[F:33])[CH:25]=3)[C:20](=[O:36])[C:16]32[CH2:19][CH2:18][CH2:17]3)=[CH:11][CH:10]=1. (4) The reactants are: [Br:1][C:2]1[CH:3]=[CH:4][C:5]([F:11])=[C:6]([CH:10]=1)[C:7]([OH:9])=O.CN(C)C=O.[CH2:17]([NH:24][CH2:25][CH2:26][OH:27])[C:18]1[CH:23]=[CH:22][CH:21]=[CH:20][CH:19]=1.C(N(CC)CC)C. Given the product [CH2:17]([N:24]([CH2:25][CH2:26][OH:27])[C:7](=[O:9])[C:6]1[CH:10]=[C:2]([Br:1])[CH:3]=[CH:4][C:5]=1[F:11])[C:18]1[CH:23]=[CH:22][CH:21]=[CH:20][CH:19]=1, predict the reactants needed to synthesize it. (5) Given the product [C:24]([O:26][C:7]1[CH:8]=[C:3]([O:2][CH3:1])[CH:4]=[CH:5][C:6]=1[O:12][CH2:13][CH:14]1[CH2:16][O:15]1)(=[O:25])[CH3:19], predict the reactants needed to synthesize it. The reactants are: [CH3:1][O:2][C:3]1[CH:4]=[CH:5][C:6]([O:12][CH2:13][CH:14]2[CH2:16][O:15]2)=[C:7](C(=O)C)[CH:8]=1.C1C=C(Cl)C=[C:19]([C:24]([O:26]O)=[O:25])C=1. (6) The reactants are: Cl[C:2]1[CH:7]=[CH:6][CH:5]=[C:4]([C:8]([O:10][OH:11])=[O:9])[CH:3]=1.OO.S(=O)(=O)(O)O.C(O)(=O)C. Given the product [CH:3]1[C:4]([C:8]([O:10][OH:11])=[O:9])=[CH:5][CH:6]=[CH:7][CH:2]=1, predict the reactants needed to synthesize it. (7) Given the product [CH3:1][N:2]([CH3:30])[CH2:3][CH2:4][NH:5][CH2:18][CH2:19][NH:20][C:21]1[CH:26]=[CH:25][C:24]([N+:27]([O-:29])=[O:28])=[CH:23][N:22]=1, predict the reactants needed to synthesize it. The reactants are: [CH3:1][N:2]([CH3:30])[CH2:3][CH2:4][N:5]([CH2:18][CH2:19][NH:20][C:21]1[CH:26]=[CH:25][C:24]([N+:27]([O-:29])=[O:28])=[CH:23][N:22]=1)S(C1C=CC=CC=1[N+]([O-])=O)(=O)=O.C([O-])([O-])=O.[K+].[K+].C1(S)C=CC=CC=1. (8) Given the product [CH3:38][O:37][C:35]([C:25]1[C:26]([C:29]2[CH:34]=[CH:33][CH:32]=[CH:31][N:30]=2)=[N:27][O:28][C:24]=1[C:22]1[O:21][N:20]=[C:19]([C:16]2[CH:17]=[CH:18][C:13]([CH2:12][N:10]3[CH2:11][CH:8]([C:6]([OH:7])=[O:5])[CH2:9]3)=[CH:14][CH:15]=2)[N:23]=1)=[O:36], predict the reactants needed to synthesize it. The reactants are: C([O:5][C:6]([CH:8]1[CH2:11][N:10]([CH2:12][C:13]2[CH:18]=[CH:17][C:16]([C:19]3[N:23]=[C:22]([C:24]4[O:28][N:27]=[C:26]([C:29]5[CH:34]=[CH:33][CH:32]=[CH:31][N:30]=5)[C:25]=4[C:35]([O:37][CH3:38])=[O:36])[O:21][N:20]=3)=[CH:15][CH:14]=2)[CH2:9]1)=[O:7])(C)(C)C.